This data is from Reaction yield outcomes from USPTO patents with 853,638 reactions. The task is: Predict the reaction yield, written as a fraction of the theoretical maximum amount of product (1.0 means a 100% yield; for example, 0.34 means a 34% yield). (1) The reactants are [CH3:1][C:2]1[CH:3]=[C:4]([N+:9]([O-:11])=[O:10])[C:5](O)=[N:6][CH:7]=1.P(Cl)(Cl)([Cl:14])=O. The catalyst is [Cl-].C([N+](C)(C)C)C1C=CC=CC=1.C(#N)C. The product is [Cl:14][C:5]1[C:4]([N+:9]([O-:11])=[O:10])=[CH:3][C:2]([CH3:1])=[CH:7][N:6]=1. The yield is 0.970. (2) The reactants are [F:1][C:2]([F:36])([F:35])[C:3]1[CH:4]=[C:5]([CH:28]=[C:29]([C:31]([F:34])([F:33])[F:32])[CH:30]=1)[CH2:6][N:7]1[CH2:14][CH2:13][CH2:12][O:11][C:10]2[N:15]=[C:16](Cl)[CH:17]=[C:18]([C:19]3[CH:24]=[CH:23][C:22]([F:25])=[CH:21][CH:20]=3)[C:9]=2[C:8]1=[O:27].[N:37]1([CH:42]2[CH2:47][CH2:46][NH:45][CH2:44][CH2:43]2)[CH2:41][CH2:40][CH2:39][CH2:38]1. No catalyst specified. The product is [F:1][C:2]([F:36])([F:35])[C:3]1[CH:4]=[C:5]([CH:28]=[C:29]([C:31]([F:34])([F:33])[F:32])[CH:30]=1)[CH2:6][N:7]1[CH2:14][CH2:13][CH2:12][O:11][C:10]2[N:15]=[C:16]([N:45]3[CH2:46][CH2:47][CH:42]([N:37]4[CH2:41][CH2:40][CH2:39][CH2:38]4)[CH2:43][CH2:44]3)[CH:17]=[C:18]([C:19]3[CH:24]=[CH:23][C:22]([F:25])=[CH:21][CH:20]=3)[C:9]=2[C:8]1=[O:27]. The yield is 0.450. (3) The reactants are [Br:1][C:2]1[CH:18]=[CH:17][C:5]([C:6]([C@@H:8]2[CH2:13][CH2:12][CH2:11][CH2:10][C@H:9]2[C:14]([OH:16])=[O:15])=[O:7])=[CH:4][CH:3]=1.[CH3:19][Si:20]([CH3:25])([CH3:24])[CH2:21][CH2:22]O.CCN=C=NCCCN(C)C.O. The product is [Br:1][C:2]1[CH:3]=[CH:4][C:5]([C:6]([C@@H:8]2[CH2:13][CH2:12][CH2:11][CH2:10][C@H:9]2[C:14]([O:16][CH2:22][CH2:21][Si:20]([CH3:25])([CH3:24])[CH3:19])=[O:15])=[O:7])=[CH:17][CH:18]=1. The yield is 0.370. The catalyst is C(Cl)Cl. (4) The reactants are [CH2:1]([O:8][C:9](=[O:18])[NH:10][C@H:11]1[CH2:16][CH2:15][C@H:14]([OH:17])[CH2:13][CH2:12]1)[C:2]1[CH:7]=[CH:6][CH:5]=[CH:4][CH:3]=1.[Si:19](Cl)([C:22]([CH3:25])([CH3:24])[CH3:23])([CH3:21])[CH3:20]. The catalyst is C1COCC1. The product is [CH2:1]([O:8][C:9](=[O:18])[NH:10][C@H:11]1[CH2:16][CH2:15][C@H:14]([O:17][Si:19]([C:22]([CH3:25])([CH3:24])[CH3:23])([CH3:21])[CH3:20])[CH2:13][CH2:12]1)[C:2]1[CH:3]=[CH:4][CH:5]=[CH:6][CH:7]=1. The yield is 0.980. (5) The reactants are [Si:1]([O:18][CH2:19][C:20]([C:23]1[CH:27]=[C:26]([NH:28][C:29]([NH:31][C@@H:32]2[C:41]3[C:36](=[CH:37][CH:38]=[CH:39][CH:40]=3)[C@H:35]([O:42][C:43]3[CH:44]=[CH:45][C:46]4[N:47]([C:49]([N:52]5[CH2:57][CH2:56][CH2:55][CH2:54][C@@H:53]5[CH3:58])=[N:50][N:51]=4)[CH:48]=3)[CH2:34][CH2:33]2)=[O:30])[N:25]([C:59]2[CH:64]=[CH:63][CH:62]=[C:61]([O:65][CH2:66][CH2:67][OH:68])[CH:60]=2)[N:24]=1)([CH3:22])[CH3:21])([C:14]([CH3:17])([CH3:16])[CH3:15])([C:8]1[CH:13]=[CH:12][CH:11]=[CH:10][CH:9]=1)[C:2]1[CH:7]=[CH:6][CH:5]=[CH:4][CH:3]=1.CCN(C(C)C)C(C)C.[CH3:78][S:79](Cl)(=[O:81])=[O:80]. The catalyst is C(Cl)Cl.C(=O)(O)[O-].[Na+]. The product is [CH3:78][S:79]([O:68][CH2:67][CH2:66][O:65][C:61]1[CH:62]=[CH:63][CH:64]=[C:59]([N:25]2[C:26]([NH:28][C:29](=[O:30])[NH:31][C@@H:32]3[C:41]4[C:36](=[CH:37][CH:38]=[CH:39][CH:40]=4)[C@H:35]([O:42][C:43]4[CH:44]=[CH:45][C:46]5[N:47]([C:49]([N:52]6[CH2:57][CH2:56][CH2:55][CH2:54][C@@H:53]6[CH3:58])=[N:50][N:51]=5)[CH:48]=4)[CH2:34][CH2:33]3)=[CH:27][C:23]([C:20]([CH3:21])([CH3:22])[CH2:19][O:18][Si:1]([C:14]([CH3:16])([CH3:15])[CH3:17])([C:8]3[CH:13]=[CH:12][CH:11]=[CH:10][CH:9]=3)[C:2]3[CH:3]=[CH:4][CH:5]=[CH:6][CH:7]=3)=[N:24]2)[CH:60]=1)(=[O:81])=[O:80]. The yield is 0.580. (6) The reactants are [CH3:1][O:2][C:3]1[N:10]=[C:9]([CH3:11])[CH:8]=[C:7]([CH2:12][CH2:13][CH2:14][CH:15]=[CH2:16])[C:4]=1[C:5]#[N:6].[H-].[H-].[H-].[H-].[Li+].[Al+3]. The catalyst is CCOCC. The product is [CH3:1][O:2][C:3]1[C:4]([CH2:5][NH2:6])=[C:7]([CH2:12][CH2:13][CH2:14][CH:15]=[CH2:16])[CH:8]=[C:9]([CH3:11])[N:10]=1. The yield is 0.860. (7) The yield is 0.610. The catalyst is C(Cl)Cl.C(S([O-])(=O)=O)(F)(F)F.[Ag+]. The reactants are [OH:1][C:2]12[CH2:8][C:5]([C:9]([O:11][CH3:12])=[O:10])([CH2:6][CH2:7]1)[CH2:4][CH2:3]2.C(C1C=CC=C(C(C)(C)C)N=1)(C)(C)C.Cl[CH2:28][C:29]1[CH:34]=[CH:33][CH:32]=[CH:31][C:30]=1[O:35][C:36]1[CH:41]=[CH:40][CH:39]=[CH:38][CH:37]=1. The product is [O:35]([C:30]1[CH:31]=[CH:32][CH:33]=[CH:34][C:29]=1[CH2:28][O:1][C:2]12[CH2:8][C:5]([C:9]([O:11][CH3:12])=[O:10])([CH2:4][CH2:3]1)[CH2:6][CH2:7]2)[C:36]1[CH:37]=[CH:38][CH:39]=[CH:40][CH:41]=1.